This data is from Catalyst prediction with 721,799 reactions and 888 catalyst types from USPTO. The task is: Predict which catalyst facilitates the given reaction. (1) The catalyst class is: 12. Reactant: [C:1]([C:3]1[C:4]([C:8]2[CH:13]=[CH:12][CH:11]=[C:10]([N+:14]([O-:16])=[O:15])[CH:9]=2)=[N:5][NH:6][CH:7]=1)#[CH:2].O.FC(F)(F)C(O)=[O:21].C(OCC)C. Product: [N+:14]([C:10]1[CH:9]=[C:8]([C:4]2[C:3]([C:1](=[O:21])[CH3:2])=[CH:7][NH:6][N:5]=2)[CH:13]=[CH:12][CH:11]=1)([O-:16])=[O:15]. (2) Reactant: [NH2:1][C:2]1[CH:3]=[C:4]([CH:9]=[CH:10][N:11]=1)[C:5]([O:7][CH3:8])=[O:6].[CH3:12][N:13](C(OC)OC)C.CO. Product: [N:1]1[CH:12]=[N:13][N:11]2[CH:10]=[CH:9][C:4]([C:5]([O:7][CH3:8])=[O:6])=[CH:3][C:2]=12. The catalyst class is: 3. (3) Reactant: [CH2:1]([PH:9](=[O:11])[OH:10])[CH2:2][CH2:3][CH2:4][CH2:5][CH2:6][CH2:7][CH3:8].[CH2:12]=[CH:13][CH2:14][CH2:15][CH2:16][CH2:17][CH2:18][CH3:19].C(OOC(=O)C1C=CC=CC=1)(=O)C1C=CC=CC=1. Product: [CH2:1]([P:9]([CH2:12][CH2:13][CH2:14][CH2:15][CH2:16][CH2:17][CH2:18][CH3:19])(=[O:10])[OH:11])[CH2:2][CH2:3][CH2:4][CH2:5][CH2:6][CH2:7][CH3:8]. The catalyst class is: 8. (4) Reactant: [Cl:1][C:2]1[CH:3]=[C:4]([CH:21]=[C:22]([Cl:25])[C:23]=1[OH:24])[CH2:5][C@H:6]([C:18]([OH:20])=O)[NH:7][C:8]([O:10][CH2:11][C:12]1[CH:17]=[CH:16][CH:15]=[CH:14][CH:13]=1)=[O:9].[CH3:26][C:27]([CH3:53])([O:29][C:30]([NH:32][CH2:33][CH2:34][CH2:35][CH2:36][C@@H:37]([C:39]([N:41]1[CH2:46][CH2:45][N:44]([C:47]2[CH:52]=[CH:51][N:50]=[CH:49][CH:48]=2)[CH2:43][CH2:42]1)=[O:40])[NH2:38])=[O:31])[CH3:28].CCN(C(C)C)C(C)C.CN(C(ON1N=NC2C=CC=CC1=2)=[N+](C)C)C.[B-](F)(F)(F)F.C1C=CC2N(O)N=NC=2C=1.ClCl. Product: [C:12]1([CH2:11][O:10][C:8]([NH:7][C@@H:6]([C:18]([NH:38][C@H:37]([C:39]([N:41]2[CH2:46][CH2:45][N:44]([C:47]3[CH:48]=[CH:49][N:50]=[CH:51][CH:52]=3)[CH2:43][CH2:42]2)=[O:40])[CH2:36][CH2:35][CH2:34][CH2:33][NH:32][C:30]([O:29][C:27]([CH3:26])([CH3:53])[CH3:28])=[O:31])=[O:20])[CH2:5][C:4]2[CH:21]=[C:22]([Cl:25])[C:23]([OH:24])=[C:2]([Cl:1])[CH:3]=2)=[O:9])[CH:13]=[CH:14][CH:15]=[CH:16][CH:17]=1. The catalyst class is: 7. (5) Reactant: Cl.Cl.[CH3:3][C@@H:4]1[CH2:8][CH2:7][CH2:6][N:5]1[C@H:9]1[CH2:13][CH2:12][NH:11][CH2:10]1.C([O-])([O-])=O.[K+].[K+].Cl[C:21]1[CH:26]=[CH:25][C:24]([N+:27]([O-:29])=[O:28])=[C:23]([CH3:30])[N:22]=1.C([O-])(O)=O.[Na+]. The catalyst class is: 16. Product: [CH3:30][C:23]1[C:24]([N+:27]([O-:29])=[O:28])=[CH:25][CH:26]=[C:21]([N:11]2[CH2:12][CH2:13][C@@H:9]([N:5]3[CH2:6][CH2:7][CH2:8][C@@H:4]3[CH3:3])[CH2:10]2)[N:22]=1. (6) Reactant: [NH2:1][CH2:2][C:3]1[CH:4]=[CH:5][C:6]([CH3:26])=[C:7]([NH:9][C:10]2[C:19]3[CH:18]=[CH:17][NH:16][C:15](=[O:20])[C:14]=3[C:13]3[CH:21]=[C:22]([F:25])[CH:23]=[CH:24][C:12]=3[N:11]=2)[CH:8]=1.C(N(CC)CC)C.[F:34][C:35]([F:41])([F:40])[S:36](Cl)(=[O:38])=[O:37]. Product: [F:34][C:35]([F:41])([F:40])[S:36]([NH:1][CH2:2][C:3]1[CH:4]=[CH:5][C:6]([CH3:26])=[C:7]([NH:9][C:10]2[C:19]3[CH:18]=[CH:17][NH:16][C:15](=[O:20])[C:14]=3[C:13]3[CH:21]=[C:22]([F:25])[CH:23]=[CH:24][C:12]=3[N:11]=2)[CH:8]=1)(=[O:38])=[O:37]. The catalyst class is: 1. (7) Reactant: [CH3:1][CH:2]1[C:11]2[C:6](=[CH:7][C:8]([N+:12]([O-])=O)=[CH:9][CH:10]=2)[C:4](=[O:5])[O:3]1. Product: [NH2:12][C:8]1[CH:7]=[C:6]2[C:11]([CH:2]([CH3:1])[O:3][C:4]2=[O:5])=[CH:10][CH:9]=1. The catalyst class is: 178.